This data is from Catalyst prediction with 721,799 reactions and 888 catalyst types from USPTO. The task is: Predict which catalyst facilitates the given reaction. (1) Reactant: C(N(P(N(C(C)C)C(C)C)(Cl)([O-])[O-])C(C)C)(C)C.[C:19]([NH:24][C:25]1[NH:26][C:27](=[O:65])[C:28]2[N:29]=[CH:30][N:31]([C:63]=2[N:64]=1)[C@@H:32]1[O:62][C@H:36]([CH2:37][O:38][C:39]([C:56]2[CH:61]=[CH:60][CH:59]=[CH:58][CH:57]=2)([C:48]2[CH:53]=[CH:52][C:51]([O:54][CH3:55])=[CH:50][CH:49]=2)[C:40]2[CH:45]=[CH:44][C:43]([O:46][CH3:47])=[CH:42][CH:41]=2)[C@@H:34]([OH:35])[CH2:33]1)(=[O:23])[CH:20]([CH3:22])[CH3:21].C(N(C(C)C)C(C)C)C.C(O[C@@H]1[C@@H](OC(=O)C)[C@@H](OC(=O)C)[C@@H](COC(=O)C)O[C@H]1OCCOCCO)(=O)C.N1C=NN=N1.C(NC1NC(=O)C2N=CN(C=2N=1)[C@@H]1O[C@H](COC(C2C=CC=CC=2)(C2C=CC(OC)=CC=2)C2C=CC(OC)=CC=2)[C@@H]([O:126][P:127]([N:159]([CH:163]([CH3:165])[CH3:164])[CH:160]([CH3:162])[CH3:161])([O:129][CH2:130][CH2:131][O:132][CH2:133][CH2:134][O:135][C@@H:136]2[O:153][C@H:152]([CH2:154][O:155][C:156](=[O:158])[CH3:157])[C@@H:147]([O:148][C:149](=[O:151])[CH3:150])[C@H:142]([O:143][C:144](=[O:146])[CH3:145])[C@H:137]2[O:138][C:139](=[O:141])[CH3:140])=O)C1)(=O)C(C)C. Product: [C:19]([NH:24][C:25]1[NH:26][C:27](=[O:65])[C:28]2[N:29]=[CH:30][N:31]([C:63]=2[N:64]=1)[C@@H:32]1[O:62][C@H:36]([CH2:37][O:38][C:39]([C:56]2[CH:61]=[CH:60][CH:59]=[CH:58][CH:57]=2)([C:48]2[CH:53]=[CH:52][C:51]([O:54][CH3:55])=[CH:50][CH:49]=2)[C:40]2[CH:41]=[CH:42][C:43]([O:46][CH3:47])=[CH:44][CH:45]=2)[C@@H:34]([O:35][P:127]([N:159]([CH:163]([CH3:165])[CH3:164])[CH:160]([CH3:161])[CH3:162])([O:129][CH2:130][CH2:131][O:132][CH2:133][CH2:134][O:135][C@@H:136]2[O:153][C@H:152]([CH2:154][O:155][C:156](=[O:158])[CH3:157])[C@H:147]([O:148][C:149](=[O:151])[CH3:150])[C@H:142]([O:143][C:144](=[O:146])[CH3:145])[C@H:137]2[O:138][C:139](=[O:141])[CH3:140])=[O:126])[CH2:33]1)(=[O:23])[CH:20]([CH3:22])[CH3:21]. The catalyst class is: 4. (2) Product: [NH2:18][C@:14]1([CH2:15][OH:16])[CH2:20][CH2:21][C@H:12]([C:7]2[CH:6]=[CH:5][C:4]3[CH2:3][CH:2]([NH2:1])[CH2:11][CH2:10][C:9]=3[CH:8]=2)[CH2:13]1. The catalyst class is: 12. Reactant: [NH2:1][CH:2]1[CH2:11][CH2:10][C:9]2[CH:8]=[C:7]([C@H:12]3[CH2:21][CH2:20][C@@:14]4([NH:18]C(=O)[O:16][CH2:15]4)[CH2:13]3)[CH:6]=[CH:5][C:4]=2[CH2:3]1.[OH-].[Na+]. (3) Reactant: [C:1]([O:10]C)(=O)[C:2]1[C:3](=[CH:5][CH:6]=[CH:7][CH:8]=1)[SH:4].[CH2:12]([O:19][C:20]1[CH:25]=[CH:24][CH:23]=[C:22]([C:26]#[N:27])[N:21]=1)[C:13]1[CH:18]=[CH:17][CH:16]=[CH:15][CH:14]=1.C(N(CC)CC)C. Product: [CH2:12]([O:19][C:20]1[N:21]=[C:22]([C:26]2[S:4][C:3]3[CH:5]=[CH:6][CH:7]=[CH:8][C:2]=3[C:1](=[O:10])[N:27]=2)[CH:23]=[CH:24][CH:25]=1)[C:13]1[CH:14]=[CH:15][CH:16]=[CH:17][CH:18]=1. The catalyst class is: 11. (4) Reactant: COC(OC)[N:4]([CH3:6])C.[F:9][C:10]1[CH:15]=[CH:14][C:13]([C:16]2[N:17]=[C:18]([CH:28]([CH3:30])[CH3:29])[NH:19][C:20]=2[C:21]2[CH:26]=[CH:25][CH:24]=[C:23]([CH3:27])[N:22]=2)=[CH:12][C:11]=1[C:31](=O)[CH3:32].[CH3:34][NH:35]N. Product: [F:9][C:10]1[CH:15]=[CH:14][C:13]([C:16]2[N:17]=[C:18]([CH:28]([CH3:30])[CH3:29])[NH:19][C:20]=2[C:21]2[CH:26]=[CH:25][CH:24]=[C:23]([CH3:27])[N:22]=2)=[CH:12][C:11]=1[C:31]1[N:4]([CH3:6])[N:35]=[CH:34][CH:32]=1. The catalyst class is: 15. (5) Reactant: [OH:1][C:2]1[CH:7]=[CH:6][C:5]([CH:8]2[CH2:13][CH2:12][C:11](=[O:14])[CH2:10][CH2:9]2)=[CH:4][CH:3]=1.C(=O)([O-])[O-].[K+].[K+].[CH2:21](Br)[C:22]1[CH:27]=[CH:26][CH:25]=[CH:24][CH:23]=1. Product: [CH2:21]([O:1][C:2]1[CH:3]=[CH:4][C:5]([CH:8]2[CH2:9][CH2:10][C:11](=[O:14])[CH2:12][CH2:13]2)=[CH:6][CH:7]=1)[C:22]1[CH:27]=[CH:26][CH:25]=[CH:24][CH:23]=1. The catalyst class is: 3. (6) Reactant: F[C:2]1[CH:9]=[CH:8][CH:7]=[CH:6][C:3]=1[CH:4]=[O:5].[Na+].[C:11]1([CH3:20])[CH:16]=[CH:15][C:14]([S:17]([O-:19])=[O:18])=[CH:13][CH:12]=1. Product: [CH3:20][C:11]1[CH:16]=[CH:15][C:14]([S:17]([C:2]2[CH:9]=[CH:8][CH:7]=[CH:6][C:3]=2[CH:4]=[O:5])(=[O:19])=[O:18])=[CH:13][CH:12]=1. The catalyst class is: 16. (7) Reactant: [CH3:1][C:2]([C:4]1[CH:9]=[CH:8][C:7]([O:10][CH3:11])=[CH:6][CH:5]=1)=[O:3].[OH-].[Na+].[CH:14](=O)[C:15]1[CH:20]=[CH:19][CH:18]=[CH:17][CH:16]=1. Product: [CH3:11][O:10][C:7]1[CH:8]=[CH:9][C:4]([C:2](=[O:3])[CH:1]=[CH:14][C:15]2[CH:20]=[CH:19][CH:18]=[CH:17][CH:16]=2)=[CH:5][CH:6]=1. The catalyst class is: 5.